Dataset: Forward reaction prediction with 1.9M reactions from USPTO patents (1976-2016). Task: Predict the product of the given reaction. (1) Given the reactants [C:1]([N:5]1[CH:9]=[C:8]([NH:10][C:11]([NH:13][C:14]2[CH:19]=[C:18]([C:20]3[C:31](=[O:32])[N:30]([CH3:33])[C:23]4[N:24]=[C:25](NC)[N:26]=[CH:27][C:22]=4[CH:21]=3)[C:17]([CH3:34])=[CH:16][C:15]=2[F:35])=[O:12])[CH:7]=[N:6]1)([CH3:4])([CH3:3])[CH3:2].[C:36]1([C@H:42]([NH2:44])[CH3:43])[CH:41]=[CH:40][CH:39]=[CH:38][CH:37]=1, predict the reaction product. The product is: [C:1]([N:5]1[CH:9]=[C:8]([NH:10][C:11]([NH:13][C:14]2[CH:19]=[C:18]([C:20]3[C:31](=[O:32])[N:30]([CH3:33])[C:23]4[N:24]=[C:25]([NH:44][C@@H:42]([C:36]5[CH:41]=[CH:40][CH:39]=[CH:38][CH:37]=5)[CH3:43])[N:26]=[CH:27][C:22]=4[CH:21]=3)[C:17]([CH3:34])=[CH:16][C:15]=2[F:35])=[O:12])[CH:7]=[N:6]1)([CH3:4])([CH3:3])[CH3:2]. (2) Given the reactants [NH2:1][C:2]1[CH:7]=[CH:6][C:5]([OH:8])=[CH:4][C:3]=1[N:9]([CH3:17])[C:10](=[O:16])[O:11][C:12]([CH3:15])([CH3:14])[CH3:13].[C:18]([CH2:21][O:22][C:23]1[CH:36]=[CH:35][C:26]([CH2:27][CH:28]2[S:32][C:31](=[O:33])[NH:30][C:29]2=[O:34])=[CH:25][CH:24]=1)(O)=[O:19], predict the reaction product. The product is: [OH:8][C:5]1[CH:6]=[CH:7][C:2]([NH:1][C:18]([CH2:21][O:22][C:23]2[CH:36]=[CH:35][C:26]([CH2:27][CH:28]3[S:32][C:31](=[O:33])[NH:30][C:29]3=[O:34])=[CH:25][CH:24]=2)=[O:19])=[C:3]([N:9]([CH3:17])[C:10](=[O:16])[O:11][C:12]([CH3:13])([CH3:14])[CH3:15])[CH:4]=1. (3) Given the reactants P(Cl)(Cl)(Cl)=O.[Cl:6][C:7]1[N:12]=[C:11]([N:13]([CH2:15][CH:16]2[CH2:18][CH2:17]2)[CH3:14])[CH:10]=[N:9][CH:8]=1.O.CN([CH:23]=[O:24])C, predict the reaction product. The product is: [Cl:6][C:7]1[C:8]([CH:23]=[O:24])=[N:9][CH:10]=[C:11]([N:13]([CH2:15][CH:16]2[CH2:18][CH2:17]2)[CH3:14])[N:12]=1.